The task is: Predict which catalyst facilitates the given reaction.. This data is from Catalyst prediction with 721,799 reactions and 888 catalyst types from USPTO. Reactant: Br[C:2]1[CH:6]=[CH:5][S:4][C:3]=1[C:7]1[CH:12]=[CH:11][C:10]([O:13][CH3:14])=[CH:9][CH:8]=1.[CH3:15][O:16][C:17]1[CH:22]=[CH:21][C:20](B(O)O)=[CH:19][CH:18]=1. Product: [CH3:14][O:13][C:10]1[CH:11]=[CH:12][C:7]([C:3]2[S:4][CH:5]=[CH:6][C:2]=2[C:20]2[CH:21]=[CH:22][C:17]([O:16][CH3:15])=[CH:18][CH:19]=2)=[CH:8][CH:9]=1. The catalyst class is: 81.